This data is from Forward reaction prediction with 1.9M reactions from USPTO patents (1976-2016). The task is: Predict the product of the given reaction. Given the reactants C(OC([N:8]([CH3:50])[C@H:9]([C:19]([NH:21][C@H:22]([C:36]([N:38]([C@H:40]([CH:47]([CH3:49])[CH3:48])/[CH:41]=[C:42](/[C:44]([OH:46])=[O:45])\[CH3:43])[CH3:39])=[O:37])[C:23]([S:26][CH2:27][C:28]1[CH:33]=[CH:32][C:31]([O:34][CH3:35])=[CH:30][CH:29]=1)([CH3:25])[CH3:24])=[O:20])[C:10]([CH3:18])([CH3:17])[C:11]1[CH:16]=[CH:15][CH:14]=[CH:13][CH:12]=1)=O)(C)(C)C.Cl.O1CCO[CH2:54][CH2:53]1, predict the reaction product. The product is: [CH3:50][NH:8][C@H:9]([C:19]([NH:21][C@H:22]([C:36]([N:38]([C@H:40]([CH:47]([CH3:48])[CH3:49])/[CH:41]=[C:42](\[CH3:43])/[C:44]([O:46][CH2:53][CH3:54])=[O:45])[CH3:39])=[O:37])[C:23]([S:26][CH2:27][C:28]1[CH:33]=[CH:32][C:31]([O:34][CH3:35])=[CH:30][CH:29]=1)([CH3:25])[CH3:24])=[O:20])[C:10]([CH3:17])([CH3:18])[C:11]1[CH:16]=[CH:15][CH:14]=[CH:13][CH:12]=1.